From a dataset of Full USPTO retrosynthesis dataset with 1.9M reactions from patents (1976-2016). Predict the reactants needed to synthesize the given product. (1) The reactants are: [C:1]([N:4]1[CH2:8][CH2:7][NH:6][C:5]1=[O:9])(=[O:3])[CH3:2].Br[C:11]1[CH:12]=[CH:13][C:14]([C:17]([N:19]2[CH2:24][CH2:23][N:22]([C:25]3[CH:30]=[CH:29][C:28]([CH3:31])=[CH:27][C:26]=3[CH3:32])[CH2:21][CH2:20]2)=[O:18])=[N:15][CH:16]=1. Given the product [C:1]([N:4]1[CH2:8][CH2:7][N:6]([C:11]2[CH:16]=[N:15][C:14]([C:17]([N:19]3[CH2:20][CH2:21][N:22]([C:25]4[CH:30]=[CH:29][C:28]([CH3:31])=[CH:27][C:26]=4[CH3:32])[CH2:23][CH2:24]3)=[O:18])=[CH:13][CH:12]=2)[C:5]1=[O:9])(=[O:3])[CH3:2], predict the reactants needed to synthesize it. (2) Given the product [Cl:22][C:23]1[CH:24]=[C:25]([C:2]2[CH:3]=[CH:4][C:5]3[O:9][C:8]4([CH2:10][CH2:11][C:12]5[CH:19]=[CH:18][CH:17]=[CH:16][C:13]=5[CH2:14][CH2:15]4)[C:7](=[O:20])[C:6]=3[CH:21]=2)[CH:26]=[C:27]([F:29])[CH:28]=1, predict the reactants needed to synthesize it. The reactants are: Br[C:2]1[CH:3]=[CH:4][C:5]2[O:9][C:8]3([CH2:15][CH2:14][C:13]4[CH:16]=[CH:17][CH:18]=[CH:19][C:12]=4[CH2:11][CH2:10]3)[C:7](=[O:20])[C:6]=2[CH:21]=1.[Cl:22][C:23]1[CH:24]=[C:25](B(O)O)[CH:26]=[C:27]([F:29])[CH:28]=1.C([O-])([O-])=O.[Cs+].[Cs+].O1CCOCC1. (3) Given the product [Cl:30][C:24]1[C:23]([CH3:31])=[C:22]([C:19]2[CH:20]=[CH:21][N:17]([C@@H:15]([CH3:16])[CH2:14][NH:13][C:11]([C:9]3[N:10]=[C:6]([CH:3]([OH:5])[CH3:4])[O:7][CH:8]=3)=[O:12])[N:18]=2)[CH:27]=[CH:26][C:25]=1[C:28]#[N:29], predict the reactants needed to synthesize it. The reactants are: [BH4-].[Na+].[C:3]([C:6]1[O:7][CH:8]=[C:9]([C:11]([NH:13][CH2:14][C@@H:15]([N:17]2[CH:21]=[CH:20][C:19]([C:22]3[CH:27]=[CH:26][C:25]([C:28]#[N:29])=[C:24]([Cl:30])[C:23]=3[CH3:31])=[N:18]2)[CH3:16])=[O:12])[N:10]=1)(=[O:5])[CH3:4]. (4) Given the product [Br:20][C:17]1[CH:18]=[CH:19][C:14]2[O:13][CH2:12][C:11](=[O:21])[N:10]([CH2:9][CH2:8][N:5]3[CH2:4][CH2:3][CH:2]([NH:1][CH2:33][C:31]4[CH:30]=[CH:29][C:26]5[O:27][CH2:28][C:23](=[O:22])[NH:24][C:25]=5[N:32]=4)[CH2:7][CH2:6]3)[C:15]=2[CH:16]=1, predict the reactants needed to synthesize it. The reactants are: [NH2:1][CH:2]1[CH2:7][CH2:6][N:5]([CH2:8][CH2:9][N:10]2[C:15]3[CH:16]=[C:17]([Br:20])[CH:18]=[CH:19][C:14]=3[O:13][CH2:12][C:11]2=[O:21])[CH2:4][CH2:3]1.[O:22]=[C:23]1[CH2:28][O:27][C:26]2[CH:29]=[CH:30][C:31]([CH:33]=O)=[N:32][C:25]=2[NH:24]1.C([BH3-])#N.[Na+]. (5) Given the product [Cl:9][C:10]1[N:18]=[C:17]([Cl:19])[CH:16]=[C:15]([C:20]([F:23])([F:22])[F:21])[C:11]=1[C:12]([O:2][CH3:1])=[O:13], predict the reactants needed to synthesize it. The reactants are: [CH3:1][OH:2].N1C=CC=CC=1.[Cl:9][C:10]1[N:18]=[C:17]([Cl:19])[CH:16]=[C:15]([C:20]([F:23])([F:22])[F:21])[C:11]=1[C:12](Cl)=[O:13].